Dataset: Catalyst prediction with 721,799 reactions and 888 catalyst types from USPTO. Task: Predict which catalyst facilitates the given reaction. (1) Product: [Cl:1][C:2]1[C:3]([N:9]2[CH2:10][CH2:11][N:12]([C:15]([C:17]3[C:18]([C:23]4[CH:28]=[CH:27][CH:26]=[CH:25][C:24]=4[O:29][CH:31]([CH3:32])[CH3:30])=[N:19][O:20][C:21]=3[CH3:22])=[O:16])[CH2:13][CH2:14]2)=[N:4][CH:5]=[C:6]([Cl:8])[CH:7]=1. The catalyst class is: 1. Reactant: [Cl:1][C:2]1[C:3]([N:9]2[CH2:14][CH2:13][N:12]([C:15]([C:17]3[C:18]([C:23]4[CH:28]=[CH:27][CH:26]=[CH:25][C:24]=4[OH:29])=[N:19][O:20][C:21]=3[CH3:22])=[O:16])[CH2:11][CH2:10]2)=[N:4][CH:5]=[C:6]([Cl:8])[CH:7]=1.[CH3:30][CH:31](O)[CH3:32].C(P(CCCC)CCCC)CCC.N(C(OC(C)C)=O)=NC(OC(C)C)=O. (2) Reactant: [C:1]([C:3]1[C:12]2[C:7](=[CH:8][CH:9]=[CH:10][CH:11]=2)[C:6](F)=[CH:5][CH:4]=1)#[N:2].[CH3:14][CH:15]1[CH2:20][CH2:19][CH2:18][CH2:17][NH:16]1.C1CCN2C(=NCCC2)CC1. Product: [CH3:14][CH:15]1[CH2:20][CH2:19][CH2:18][CH2:17][N:16]1[C:6]1[C:7]2[C:12](=[CH:11][CH:10]=[CH:9][CH:8]=2)[C:3]([C:1]#[N:2])=[CH:4][CH:5]=1. The catalyst class is: 17.